This data is from Catalyst prediction with 721,799 reactions and 888 catalyst types from USPTO. The task is: Predict which catalyst facilitates the given reaction. (1) Reactant: Cl[C:2]1[CH:3]=[C:4]2[C:9]3=[CH:10][C:11]4[C:12]([F:17])=[CH:13][CH:14]=[CH:15][C:16]=4[N:8]3[CH2:7][CH2:6][N:5]2[C:18](=[O:20])[CH:19]=1.[F:21][C:22]1[CH:27]=[CH:26][C:25]([C:28]2[O:29][C:30]3[CH:40]=[C:39]([N:41]([CH3:46])[S:42]([CH3:45])(=[O:44])=[O:43])[C:38](B4OC(C)(C)C(C)(C)O4)=[CH:37][C:31]=3[C:32]=2[C:33]([NH:35][CH3:36])=[O:34])=[CH:24][CH:23]=1.CC(C1C=C(C(C)C)C(C2C=CC=CC=2P(C2CCCCC2)C2CCCCC2)=C(C(C)C)C=1)C. Product: [F:17][C:12]1[C:11]2[CH:10]=[C:9]3[C:4]4=[CH:3][C:2]([C:38]5[C:39]([N:41]([CH3:46])[S:42]([CH3:45])(=[O:44])=[O:43])=[CH:40][C:30]6[O:29][C:28]([C:25]7[CH:26]=[CH:27][C:22]([F:21])=[CH:23][CH:24]=7)=[C:32]([C:33]([NH:35][CH3:36])=[O:34])[C:31]=6[CH:37]=5)=[CH:19][C:18](=[O:20])[N:5]4[CH2:6][CH2:7][N:8]3[C:16]=2[CH:15]=[CH:14][CH:13]=1. The catalyst class is: 333. (2) Reactant: C(OI1(OC(=O)C)(OC(=O)C)C2C=CC=CC=2C(=O)O1)(=O)C.[F:23][C:24]1[CH:47]=[CH:46][CH:45]=[C:44]([F:48])[C:25]=1[CH2:26][O:27][C:28]1[C:29]2[N:30]([C:34]([C:38]([NH:40][CH2:41][CH2:42][OH:43])=[O:39])=[C:35]([CH3:37])[N:36]=2)[CH:31]=[CH:32][CH:33]=1. Product: [F:23][C:24]1[CH:47]=[CH:46][CH:45]=[C:44]([F:48])[C:25]=1[CH2:26][O:27][C:28]1[C:29]2[N:30]([C:34]([C:38]([NH:40][CH2:41][CH:42]=[O:43])=[O:39])=[C:35]([CH3:37])[N:36]=2)[CH:31]=[CH:32][CH:33]=1. The catalyst class is: 96. (3) Reactant: Cl[S:2]([C:5]1[CH:6]=[C:7]([CH:11]=[CH:12][CH:13]=1)[C:8]([OH:10])=[O:9])(=[O:4])=[O:3].[NH2:14][C:15]1[CH:20]=[CH:19][CH:18]=[CH:17][CH:16]=1. Product: [C:15]1([NH:14][S:2]([C:5]2[CH:6]=[C:7]([CH:11]=[CH:12][CH:13]=2)[C:8]([OH:10])=[O:9])(=[O:4])=[O:3])[CH:20]=[CH:19][CH:18]=[CH:17][CH:16]=1. The catalyst class is: 2. (4) Reactant: [CH3:1][N:2]1[CH:6]=[C:5]([CH:7]=[O:8])[CH:4]=[N:3]1.C(=O)([O-])[O-].[K+].[K+].[F:15][C:16]([Si](C)(C)C)([F:18])[F:17]. Product: [F:15][C:16]([F:18])([F:17])[CH:7]([C:5]1[CH:4]=[N:3][N:2]([CH3:1])[CH:6]=1)[OH:8]. The catalyst class is: 9. (5) Reactant: C(OC1C=C2C(=CC=1OCC=C)N=C(N1CCN(S(C3C=CC(C4C=CC=CC=4)=CC=3)(=O)=O)CC1)N=C2N)C=C.[NH2:41][C:42]1[C:51]2[C:46](=[CH:47][C:48]([O:54]C)=[C:49]([O:52]C)[CH:50]=2)[N:45]=[C:44]([Cl:56])[N:43]=1.B(Br)(Br)Br.CO. Product: [NH2:41][C:42]1[C:51]2[C:46](=[CH:47][C:48]([OH:54])=[C:49]([OH:52])[CH:50]=2)[N:45]=[C:44]([Cl:56])[N:43]=1. The catalyst class is: 2. (6) Reactant: [Br:1][C:2]1[CH:7]=[C:6]([CH2:8]Br)[CH:5]=[CH:4][C:3]=1[O:10][C:11]1[CH:16]=[CH:15][C:14]([F:17])=[CH:13][C:12]=1[F:18].[CH2:19]([S-:21])[CH3:20].[Na+]. Product: [Br:1][C:2]1[CH:7]=[C:6]([CH:5]=[CH:4][C:3]=1[O:10][C:11]1[CH:16]=[CH:15][C:14]([F:17])=[CH:13][C:12]=1[F:18])[CH2:8][S:21][CH2:19][CH3:20]. The catalyst class is: 9. (7) Reactant: [CH3:1][S:2][C:3]1[N:4]=[C:5]([NH:14][C:15]2[CH:20]=[CH:19][C:18]([C:21]([F:24])([F:23])[F:22])=[CH:17][CH:16]=2)[C:6]2[CH2:12][CH2:11][NH:10][CH2:9][CH2:8][C:7]=2[N:13]=1.[CH3:25][O:26][C:27](=[O:36])[C:28]1[CH:33]=[C:32]([Cl:34])[C:31](Cl)=[N:30][CH:29]=1.CCN(CC)CC. Product: [Cl:34][C:32]1[CH:33]=[C:28]([C:27]([O:26][CH3:25])=[O:36])[CH:29]=[N:30][C:31]=1[N:10]1[CH2:11][CH2:12][C:6]2[C:5]([NH:14][C:15]3[CH:20]=[CH:19][C:18]([C:21]([F:22])([F:24])[F:23])=[CH:17][CH:16]=3)=[N:4][C:3]([S:2][CH3:1])=[N:13][C:7]=2[CH2:8][CH2:9]1. The catalyst class is: 18. (8) Reactant: [O:1]1[C:5]2[CH:6]=[CH:7][C:8]([S:10]([C:13]3[CH:23]=[CH:22][C:16]([CH2:17][NH:18]C(=O)C)=[CH:15][CH:14]=3)(=[O:12])=[O:11])=[CH:9][C:4]=2[O:3][CH2:2]1.[ClH:24]. Product: [ClH:24].[O:1]1[C:5]2[CH:6]=[CH:7][C:8]([S:10]([C:13]3[CH:23]=[CH:22][C:16]([CH2:17][NH2:18])=[CH:15][CH:14]=3)(=[O:12])=[O:11])=[CH:9][C:4]=2[O:3][CH2:2]1. The catalyst class is: 41.